From a dataset of Full USPTO retrosynthesis dataset with 1.9M reactions from patents (1976-2016). Predict the reactants needed to synthesize the given product. (1) The reactants are: [C:1](N1C=CN=C1)(N1C=CN=C1)=[O:2].[F:13][C:14]1[CH:27]=[CH:26][C:17]([O:18][C:19]2[CH:24]=[CH:23][C:22]([NH2:25])=[CH:21][CH:20]=2)=[CH:16][CH:15]=1.Cl.Cl.[CH2:30]([N:37]1[CH2:41][CH2:40][C:39]2([CH2:45][CH2:44][NH:43][CH2:42]2)[CH2:38]1)[C:31]1[CH:36]=[CH:35][CH:34]=[CH:33][CH:32]=1.C(N(CC)CC)C.CO. Given the product [F:13][C:14]1[CH:27]=[CH:26][C:17]([O:18][C:19]2[CH:24]=[CH:23][C:22]([NH:25][C:1]([N:43]3[CH2:44][CH2:45][C:39]4([CH2:40][CH2:41][N:37]([CH2:30][C:31]5[CH:32]=[CH:33][CH:34]=[CH:35][CH:36]=5)[CH2:38]4)[CH2:42]3)=[O:2])=[CH:21][CH:20]=2)=[CH:16][CH:15]=1, predict the reactants needed to synthesize it. (2) The reactants are: [O:1]1CCCO[CH:2]1[C:7]1[C:12]2[O:13][C:14](=[O:21])[C:15]3[CH2:16][NH:17][CH2:18][CH2:19][C:20]=3[C:11]=2[CH:10]=[CH:9][C:8]=1[OH:22].[CH2:23]1COCC1.C=O.Cl. Given the product [OH:22][C:8]1[C:7]([CH:2]=[O:1])=[C:12]2[O:13][C:14](=[O:21])[C:15]3[CH2:16][N:17]([CH3:23])[CH2:18][CH2:19][C:20]=3[C:11]2=[CH:10][CH:9]=1, predict the reactants needed to synthesize it. (3) Given the product [NH2:21][C:20]1[NH:22][C:10](=[O:12])[CH:9]=[C:1]([C:2]2[CH:7]=[CH:6][CH:5]=[CH:4][CH:3]=2)[N:19]=1, predict the reactants needed to synthesize it. The reactants are: [C:1]([CH2:9][C:10]([O:12]CC)=O)(=O)[C:2]1[CH:7]=[CH:6][CH:5]=[CH:4][CH:3]=1.C(=O)(O)O.[NH2:19][C:20]([NH2:22])=[NH:21]. (4) Given the product [O:7]1[C:8]2[CH:9]=[CH:10][C:2]([C:1]3([NH2:11])[CH2:13][CH2:12]3)=[CH:3][C:4]=2[O:5][CH2:6]1, predict the reactants needed to synthesize it. The reactants are: [C:1](#[N:11])[C:2]1[CH:10]=[CH:9][C:8]2[O:7][CH2:6][O:5][C:4]=2[CH:3]=1.[CH2:12]([Mg]Br)[CH3:13]. (5) Given the product [OH:14][CH2:13][C@@H:8]1[CH2:9][CH2:10][CH2:11][CH2:12][C@H:7]1[NH:6][S:3]([CH2:1][CH3:2])(=[O:5])=[O:4], predict the reactants needed to synthesize it. The reactants are: [CH2:1]([S:3]([NH:6][C@@H:7]1[CH2:12][CH2:11][CH2:10][CH2:9][C@H:8]1[C:13](OCC)=[O:14])(=[O:5])=[O:4])[CH3:2].[H-].[H-].[H-].[H-].[Li+].[Al+3].[Cl-].[Cl-].[Ca+2].